Dataset: M1 muscarinic receptor agonist screen with 61,833 compounds. Task: Binary Classification. Given a drug SMILES string, predict its activity (active/inactive) in a high-throughput screening assay against a specified biological target. (1) The molecule is Brc1ccc(S(=O)(=O)NC2CCCCC2)cc1. The result is 0 (inactive). (2) The compound is S(=O)(=O)(NCCCO)c1cc2Cc3c(c2cc1)ccc(S(=O)(=O)NCCCO)c3. The result is 0 (inactive). (3) The molecule is S(c1n(CC)c(nn1)c1occc1)CC(OCc1ccccc1)=O. The result is 0 (inactive). (4) The molecule is O=C1CC(CC(Nc2c(OC)cc(OC)cc2)=C1C(=O)CCC)(C)C. The result is 0 (inactive). (5) The compound is s1c2n(cc(n2)CC(=O)Nc2ncccc2)cc1. The result is 0 (inactive). (6) The molecule is O=C/1C(C(CC(=O)C1=C(\NCCCCCC)C)(C)C)C(OC)=O. The result is 0 (inactive). (7) The compound is O(c1ccc(NC(=O)c2ccc(OC)cc2)cc1)C. The result is 0 (inactive).